From a dataset of Catalyst prediction with 721,799 reactions and 888 catalyst types from USPTO. Predict which catalyst facilitates the given reaction. (1) Reactant: [Br:1][C:2]1[CH:3]=[C:4]2[C:9](=[CH:10][C:11]=1[O:12][CH3:13])[C:8](=[O:14])[NH:7][C:6](=[O:15])/[C:5]/2=[CH:16]/OC.[N:19]1([CH2:25][C:26]2[CH:31]=[CH:30][C:29]([NH2:32])=[CH:28][CH:27]=2)[CH2:24][CH2:23][CH2:22][CH2:21][CH2:20]1. Product: [Br:1][C:2]1[CH:3]=[C:4]2[C:9](=[CH:10][C:11]=1[O:12][CH3:13])[C:8](=[O:14])[NH:7][C:6](=[O:15])[C:5]2=[CH:16][NH:32][C:29]1[CH:28]=[CH:27][C:26]([CH2:25][N:19]2[CH2:24][CH2:23][CH2:22][CH2:21][CH2:20]2)=[CH:31][CH:30]=1. The catalyst class is: 9. (2) Reactant: [CH3:1][O:2][C:3]([C:5]1[CH:6]=[C:7]2[C:12](=[CH:13][CH:14]=1)[CH2:11][NH:10][CH2:9][CH2:8]2)=[O:4].[CH:15]1([C:21](Cl)=[O:22])[CH2:20][CH2:19][CH2:18][CH2:17][CH2:16]1.[Cl-].C([NH+](CC)CC)C. Product: [CH3:1][O:2][C:3]([C:5]1[CH:6]=[C:7]2[C:12](=[CH:13][CH:14]=1)[CH2:11][N:10]([C:21]([CH:15]1[CH2:20][CH2:19][CH2:18][CH2:17][CH2:16]1)=[O:22])[CH2:9][CH2:8]2)=[O:4]. The catalyst class is: 2. (3) Reactant: [C:1]([O:5][C:6]([N:8]1[CH2:13][CH2:12][N:11]([C:14]2[CH:19]=[CH:18][C:17]([NH:20][C:21]3[N:22]=[CH:23][C:24]4[CH:30]=[CH:29][C:28]([NH2:31])=[N:27][C:25]=4[N:26]=3)=[CH:16][CH:15]=2)[CH2:10][CH2:9]1)=[O:7])([CH3:4])([CH3:3])[CH3:2].[H-].[Na+].[C:34]([N:41]1[CH:45]=[CH:44]N=C1)(N1C=CN=C1)=[O:35].[CH:46]1(N)[CH2:50]CC[CH2:47]1. Product: [C:1]([O:5][C:6]([N:8]1[CH2:13][CH2:12][N:11]([C:14]2[CH:19]=[CH:18][C:17]([NH:20][C:21]3[N:22]=[CH:23][C:24]4[CH:30]=[CH:29][C:28]([NH:31][C:34]([NH:41][CH:45]5[CH2:44][CH2:50][CH2:46][CH2:47]5)=[O:35])=[N:27][C:25]=4[N:26]=3)=[CH:16][CH:15]=2)[CH2:10][CH2:9]1)=[O:7])([CH3:4])([CH3:2])[CH3:3]. The catalyst class is: 35. (4) Reactant: Cl[C:2]1[N:3]=[C:4]([NH:11][C:12]2[CH:17]=[CH:16][C:15]([O:18][CH3:19])=[C:14]([O:20][CH3:21])[CH:13]=2)[C:5]2[N:10]=[CH:9][S:8][C:6]=2[N:7]=1.[NH:22]1[CH2:27][CH2:26][CH2:25][CH:24]([C:28]([O:30][CH3:31])=[O:29])[CH2:23]1.C([O-])([O-])=O.[Cs+].[Cs+].CC(C1C=C(C(C)C)C(C2C=CC=CC=2P(C2CCCCC2)C2CCCCC2)=C(C(C)C)C=1)C. Product: [CH3:21][O:20][C:14]1[CH:13]=[C:12]([NH:11][C:4]2[C:5]3[N:10]=[CH:9][S:8][C:6]=3[N:7]=[C:2]([N:22]3[CH2:27][CH2:26][CH2:25][CH:24]([C:28]([O:30][CH3:31])=[O:29])[CH2:23]3)[N:3]=2)[CH:17]=[CH:16][C:15]=1[O:18][CH3:19]. The catalyst class is: 62. (5) Reactant: [CH3:1][Mg+].[Br-].[O:4]=[C:5]1[CH2:9][N:8]([C:10]([O:12][C:13]([CH3:16])([CH3:15])[CH3:14])=[O:11])[C@H:7]([C:17](=[O:36])[NH:18][CH2:19][C:20]2[CH:25]=[C:24]([C:26]3[CH:27]=[N:28][C:29]([C:32]([F:35])([F:34])[F:33])=[CH:30][CH:31]=3)[N:23]=[CH:22][N:21]=2)[CH2:6]1. Product: [OH:4][C:5]1([CH3:1])[CH2:9][N:8]([C:10]([O:12][C:13]([CH3:16])([CH3:14])[CH3:15])=[O:11])[C@H:7]([C:17](=[O:36])[NH:18][CH2:19][C:20]2[CH:25]=[C:24]([C:26]3[CH:27]=[N:28][C:29]([C:32]([F:35])([F:34])[F:33])=[CH:30][CH:31]=3)[N:23]=[CH:22][N:21]=2)[CH2:6]1. The catalyst class is: 7. (6) Reactant: [CH2:1]([O:3][C:4](=[O:28])[CH:5]([NH:19][C:20]1[CH:25]=[CH:24][C:23]([C:26]#[N:27])=[CH:22][CH:21]=1)[C:6]1[CH:11]=[C:10]([O:12][CH2:13][CH3:14])[CH:9]=[C:8]([O:15][CH2:16][CH3:17])[C:7]=1[F:18])[CH3:2].C(N(CC)CC)C.Cl.[NH2:37][OH:38]. The catalyst class is: 8. Product: [CH2:1]([O:3][C:4](=[O:28])[CH:5]([C:6]1[CH:11]=[C:10]([O:12][CH2:13][CH3:14])[CH:9]=[C:8]([O:15][CH2:16][CH3:17])[C:7]=1[F:18])[NH:19][C:20]1[CH:25]=[CH:24][C:23]([C:26](=[NH:27])[NH:37][OH:38])=[CH:22][CH:21]=1)[CH3:2].